This data is from NCI-60 drug combinations with 297,098 pairs across 59 cell lines. The task is: Regression. Given two drug SMILES strings and cell line genomic features, predict the synergy score measuring deviation from expected non-interaction effect. Drug 1: CCN(CC)CCNC(=O)C1=C(NC(=C1C)C=C2C3=C(C=CC(=C3)F)NC2=O)C. Drug 2: C1CN(P(=O)(OC1)NCCCl)CCCl. Cell line: COLO 205. Synergy scores: CSS=10.9, Synergy_ZIP=-1.76, Synergy_Bliss=-2.58, Synergy_Loewe=2.13, Synergy_HSA=-8.35.